From a dataset of Full USPTO retrosynthesis dataset with 1.9M reactions from patents (1976-2016). Predict the reactants needed to synthesize the given product. (1) Given the product [CH3:38][O:36][C:33]([C:9]1[C:8]2[C:7](=[O:25])[CH:6]3[CH2:16][CH:14]([CH2:15][N:4]([CH2:1][CH:2]=[CH2:3])[CH2:5]3)[C:13]=2[CH:12]=[CH:11][CH:10]=1)=[O:35], predict the reactants needed to synthesize it. The reactants are: [CH2:1]([N:4]1[CH2:15][CH:14]2[CH2:16][CH:6]([C:7](=[O:25])[C:8]3[C:9](OS(C(F)(F)F)(=O)=O)=[CH:10][CH:11]=[CH:12][C:13]=32)[CH2:5]1)[CH:2]=[CH2:3].C(N(CC)CC)C.[C:33]([O-:36])(=[O:35])C.[K+].[CH:38]1C=CC(P(C2C=CC=CC=2)CCCP(C2C=CC=CC=2)C2C=CC=CC=2)=CC=1. (2) Given the product [Cl:1][C:2]1[CH:7]=[C:6]([NH:8][C:9]2[N:13]=[C:12]([NH:14][CH2:31][C:33]3[CH:45]=[CH:44][C:36]([C:37]([O:39][C:40]([CH3:41])([CH3:43])[CH3:42])=[O:38])=[CH:35][CH:34]=3)[NH:11][N:10]=2)[CH:5]=[C:4]([C:15]([F:18])([F:16])[F:17])[C:3]=1[C:19]1[CH:20]=[CH:21][C:22]([S:25]([CH:28]([CH3:30])[CH3:29])(=[O:26])=[O:27])=[CH:23][CH:24]=1, predict the reactants needed to synthesize it. The reactants are: [Cl:1][C:2]1[CH:7]=[C:6]([NH:8][C:9]2[N:13]=[C:12]([NH2:14])[NH:11][N:10]=2)[CH:5]=[C:4]([C:15]([F:18])([F:17])[F:16])[C:3]=1[C:19]1[CH:24]=[CH:23][C:22]([S:25]([CH:28]([CH3:30])[CH3:29])(=[O:27])=[O:26])=[CH:21][CH:20]=1.[CH:31]([C:33]1[CH:45]=[CH:44][C:36]([C:37]([O:39][C:40]([CH3:43])([CH3:42])[CH3:41])=[O:38])=[CH:35][CH:34]=1)=O.C(O)(=O)C.Cl.